This data is from Forward reaction prediction with 1.9M reactions from USPTO patents (1976-2016). The task is: Predict the product of the given reaction. (1) Given the reactants [F:1][C:2]1[CH:7]=[CH:6][C:5](I)=[CH:4][CH:3]=1.[C:9]1([S:15]([O-:17])=[O:16])[CH:14]=[CH:13][CH:12]=[CH:11][CH:10]=1.[Na+], predict the reaction product. The product is: [F:1][C:2]1[CH:7]=[CH:6][C:5]([S:15]([C:9]2[CH:14]=[CH:13][CH:12]=[CH:11][CH:10]=2)(=[O:17])=[O:16])=[CH:4][CH:3]=1. (2) Given the reactants [CH3:1][CH:2]1[C:7](=O)[CH2:6][CH2:5][CH2:4][C:3]1=[O:9].[CH:10]1[C:19]2[C:14](=[CH:15][CH:16]=[CH:17][CH:18]=2)[CH:13]=[C:12]([NH2:20])[N:11]=1, predict the reaction product. The product is: [CH:10]1[C:19]2[C:14](=[CH:15][CH:16]=[CH:17][CH:18]=2)[CH:13]=[C:12]([NH:20][C:7]2[CH2:6][CH2:5][CH2:4][C:3](=[O:9])[C:2]=2[CH3:1])[N:11]=1. (3) Given the reactants [H-].[Na+].[I-].[CH3:4][S+](C)(C)=O.[F:9][C:10]1[CH:11]=[C:12]([CH:16]=[CH:17][C:18]([N:20]([O:22][CH3:23])[CH3:21])=[O:19])[CH:13]=[CH:14][CH:15]=1, predict the reaction product. The product is: [CH3:23][O:22][N:20]([CH3:21])[C:18]([CH:17]1[CH2:4][CH:16]1[C:12]1[CH:13]=[CH:14][CH:15]=[C:10]([F:9])[CH:11]=1)=[O:19].